Dataset: Full USPTO retrosynthesis dataset with 1.9M reactions from patents (1976-2016). Task: Predict the reactants needed to synthesize the given product. The reactants are: [Br:1][C:2]1[C:3]([OH:41])=[C:4]([C@@H:12]([NH:19][C:20](=[O:40])[CH2:21][NH:22][C:23](=[O:39])[C:24]2[CH:29]=[C:28]([NH:30][C:31]3[NH:32][CH2:33][CH:34]([OH:37])[CH2:35][N:36]=3)[CH:27]=[C:26]([OH:38])[CH:25]=2)[CH2:13][C:14]([O:16]CC)=[O:15])[CH:5]=[C:6]([C:8]([CH3:11])([CH3:10])[CH3:9])[CH:7]=1.C(#N)C.O.O.[OH-].[Li+]. Given the product [Br:1][C:2]1[C:3]([OH:41])=[C:4]([C@@H:12]([NH:19][C:20](=[O:40])[CH2:21][NH:22][C:23](=[O:39])[C:24]2[CH:29]=[C:28]([NH:30][C:31]3[NH:36][CH2:35][CH:34]([OH:37])[CH2:33][N:32]=3)[CH:27]=[C:26]([OH:38])[CH:25]=2)[CH2:13][C:14]([OH:16])=[O:15])[CH:5]=[C:6]([C:8]([CH3:9])([CH3:10])[CH3:11])[CH:7]=1, predict the reactants needed to synthesize it.